The task is: Regression/Classification. Given a drug SMILES string, predict its absorption, distribution, metabolism, or excretion properties. Task type varies by dataset: regression for continuous measurements (e.g., permeability, clearance, half-life) or binary classification for categorical outcomes (e.g., BBB penetration, CYP inhibition). Dataset: cyp3a4_veith.. This data is from CYP3A4 inhibition data for predicting drug metabolism from PubChem BioAssay. (1) The drug is C/C(=C\c1ccc(C(=O)O)cc1)c1ccc2c(c1)C(C)(C)CCC2(C)C. The result is 0 (non-inhibitor). (2) The compound is COc1cc(C)cc(OC)c1/C=C\C(=O)O. The result is 0 (non-inhibitor). (3) The drug is NC1=NC2(CCCCCC2)n2c(nc3ccccc32)N1. The result is 0 (non-inhibitor). (4) The compound is COC(=O)c1ccccc1Oc1c(F)c(F)nc(N2CCOCC2)c1F. The result is 0 (non-inhibitor). (5) The compound is CN(C)CCCSc1nc2ccccc2[nH]1. The result is 0 (non-inhibitor). (6) The drug is CCC/C=C(\CCC)C(NC(=O)c1ccc(C(=O)OC)cc1)c1ccc(C(=O)OC)cc1. The result is 1 (inhibitor). (7) The drug is CCNc1ncc2nc(-c3cc(F)cc(F)c3)c(=O)n(Cc3ccc(F)cc3)c2n1. The result is 0 (non-inhibitor).